From a dataset of Serine/threonine kinase 33 screen with 319,792 compounds. Binary Classification. Given a drug SMILES string, predict its activity (active/inactive) in a high-throughput screening assay against a specified biological target. (1) The compound is O=c1n(n(c(c1/N=C1\C=CC(=O)C=C1)C)C)c1ccccc1. The result is 1 (active). (2) The molecule is Clc1c(OCCCN(CC#C)C)ccc(Cl)c1. The result is 0 (inactive). (3) The drug is O(C(=O)C1CN(CCC1)CCC(=O)Nc1cc(c(cc1)C)C)CC. The result is 0 (inactive).